Dataset: Reaction yield outcomes from USPTO patents with 853,638 reactions. Task: Predict the reaction yield, written as a fraction of the theoretical maximum amount of product (1.0 means a 100% yield; for example, 0.34 means a 34% yield). The reactants are Cl[C:2]1[N:7]=[CH:6][C:5]([N:8]([CH3:22])[C:9](=[O:21])[C:10]([C:13]2[CH:18]=[C:17]([Cl:19])[CH:16]=[C:15]([Cl:20])[CH:14]=2)([CH3:12])[CH3:11])=[C:4]([C:23]2[CH:28]=[CH:27][CH:26]=[CH:25][C:24]=2[Cl:29])[CH:3]=1.[OH:30][C@H:31]1[CH2:35][NH:34][C@H:33]([CH2:36][OH:37])[CH2:32]1.CS(C)=O. The catalyst is C([O-])(O)=O.[Na+]. The product is [Cl:29][C:24]1[CH:25]=[CH:26][CH:27]=[CH:28][C:23]=1[C:4]1[CH:3]=[C:2]([N:34]2[CH2:35][C@H:31]([OH:30])[CH2:32][C@H:33]2[CH2:36][OH:37])[N:7]=[CH:6][C:5]=1[N:8]([CH3:22])[C:9](=[O:21])[C:10]([C:13]1[CH:14]=[C:15]([Cl:20])[CH:16]=[C:17]([Cl:19])[CH:18]=1)([CH3:12])[CH3:11]. The yield is 0.310.